Task: Predict the reactants needed to synthesize the given product.. Dataset: Full USPTO retrosynthesis dataset with 1.9M reactions from patents (1976-2016) Given the product [Br:1][C:2]1[C:3](=[O:30])[NH:4][C:5]([CH3:27])=[C:6]([C:18]2[C:23]([F:24])=[CH:22][C:21]([F:25])=[CH:20][C:19]=2[F:26])[C:7]=1[C:8]1[CH:13]=[C:12]([O:14][CH3:15])[CH:11]=[C:10]([O:16][CH3:17])[CH:9]=1, predict the reactants needed to synthesize it. The reactants are: [Br:1][C:2]1[C:3](N)=[N:4][C:5]([CH3:27])=[C:6]([C:18]2[C:23]([F:24])=[CH:22][C:21]([F:25])=[CH:20][C:19]=2[F:26])[C:7]=1[C:8]1[CH:13]=[C:12]([O:14][CH3:15])[CH:11]=[C:10]([O:16][CH3:17])[CH:9]=1.N([O-])=[O:30].[Na+].